This data is from Forward reaction prediction with 1.9M reactions from USPTO patents (1976-2016). The task is: Predict the product of the given reaction. (1) Given the reactants [CH2:1]([O:3][C:4](=[O:29])[CH2:5][CH2:6][CH2:7][O:8][C:9]1[CH:14]=[CH:13][CH:12]=[C:11]([CH2:15][CH2:16][CH2:17][CH2:18][CH2:19][CH2:20]Br)[C:10]=1[CH2:22][CH2:23][C:24]([O:26][CH2:27][CH3:28])=[O:25])[CH3:2].[Br:30][C:31]1[CH:32]=[C:33]([OH:38])[CH:34]=[C:35]([OH:37])[CH:36]=1.[H-].[Li+], predict the reaction product. The product is: [CH2:1]([O:3][C:4](=[O:29])[CH2:5][CH2:6][CH2:7][O:8][C:9]1[CH:14]=[CH:13][CH:12]=[C:11]([CH2:15][CH2:16][CH2:17][CH2:18][CH2:19][CH2:20][O:37][C:35]2[CH:34]=[C:33]([OH:38])[CH:32]=[C:31]([Br:30])[CH:36]=2)[C:10]=1[CH2:22][CH2:23][C:24]([O:26][CH2:27][CH3:28])=[O:25])[CH3:2]. (2) The product is: [Br:42][C:43]1[CH:44]=[CH:45][C:46]([C:49]2[CH:54]=[CH:53][C:52]([N:15]([C:12]3[CH:11]=[CH:10][C:9]4[C:8]5[C:3](=[CH:4][CH:5]=[CH:6][CH:7]=5)[C:2]([CH3:41])([CH3:1])[C:14]=4[CH:13]=3)[C:16]3[CH:17]=[CH:18][C:19]([C:22]4[CH:23]=[CH:24][C:25]5[N:26]([C:35]6[CH:40]=[CH:39][CH:38]=[CH:37][CH:36]=6)[C:27]6[C:32]([C:33]=5[CH:34]=4)=[CH:31][CH:30]=[CH:29][CH:28]=6)=[CH:20][CH:21]=3)=[CH:51][CH:50]=2)=[CH:47][CH:48]=1. Given the reactants [CH3:1][C:2]1([CH3:41])[C:14]2[CH:13]=[C:12]([NH:15][C:16]3[CH:21]=[CH:20][C:19]([C:22]4[CH:23]=[CH:24][C:25]5[N:26]([C:35]6[CH:40]=[CH:39][CH:38]=[CH:37][CH:36]=6)[C:27]6[C:32]([C:33]=5[CH:34]=4)=[CH:31][CH:30]=[CH:29][CH:28]=6)=[CH:18][CH:17]=3)[CH:11]=[CH:10][C:9]=2[C:8]2[C:3]1=[CH:4][CH:5]=[CH:6][CH:7]=2.[Br:42][C:43]1[CH:48]=[CH:47][C:46]([C:49]2[CH:54]=[CH:53][C:52](I)=[CH:51][CH:50]=2)=[CH:45][CH:44]=1.C(=O)([O-])[O-].[Na+].[Na+], predict the reaction product. (3) The product is: [CH3:20][N:21]([CH2:23][C:24]([O:26][CH2:27][CH3:28])=[O:25])[NH:22][C:8](=[O:19])[NH:7][CH2:6][C:2]1[S:1][CH:5]=[CH:4][CH:3]=1. Given the reactants [S:1]1[CH:5]=[CH:4][CH:3]=[C:2]1[CH2:6][NH:7][C:8](=[O:19])OC1C=CC([N+]([O-])=O)=CC=1.[CH3:20][N:21]([CH2:23][C:24]([O:26][CH2:27][CH3:28])=[O:25])[NH2:22].C(N(CC)CC)C, predict the reaction product. (4) The product is: [CH2:1]([O:8][C:9](=[O:30])[C@@H:10]([NH:22][C:23]([O:25][C:26]([CH3:27])([CH3:29])[CH3:28])=[O:24])[CH2:11][C:12](=[O:21])[NH:13][C:14]1[CH:19]=[CH:18][CH:17]=[CH:16][C:15]=1[NH:20][CH2:31][CH2:32][CH2:33][CH2:34][CH3:35])[C:2]1[CH:7]=[CH:6][CH:5]=[CH:4][CH:3]=1. Given the reactants [CH2:1]([O:8][C:9](=[O:30])[C@@H:10]([NH:22][C:23]([O:25][C:26]([CH3:29])([CH3:28])[CH3:27])=[O:24])[CH2:11][C:12](=[O:21])[NH:13][C:14]1[CH:19]=[CH:18][CH:17]=[CH:16][C:15]=1[NH2:20])[C:2]1[CH:7]=[CH:6][CH:5]=[CH:4][CH:3]=1.[CH:31](=O)[CH2:32][CH2:33][CH2:34][CH3:35].C(O[BH-](OC(=O)C)OC(=O)C)(=O)C.[Na+].C(Cl)(Cl)Cl, predict the reaction product. (5) The product is: [F:16][C:13]1[CH:12]=[CH:11][C:10]([C@@H:9]([N:5]2[CH2:6][CH2:7][CH2:8]/[C:3](=[CH:2]\[C:18]3[CH:23]=[CH:22][C:21]([N:24]4[CH:28]=[C:27]([CH3:29])[N:26]=[CH:25]4)=[C:20]([O:30][CH3:31])[CH:19]=3)/[C:4]2=[O:17])[CH3:35])=[CH:15][CH:14]=1. Given the reactants Cl[CH:2]([C:18]1[CH:23]=[CH:22][C:21]([N:24]2[CH:28]=[C:27]([CH3:29])[N:26]=[CH:25]2)=[C:20]([O:30][CH3:31])[CH:19]=1)[CH:3]1[CH2:8][CH2:7][CH2:6][N:5]([CH2:9][C:10]2[CH:15]=[CH:14][C:13]([F:16])=[CH:12][CH:11]=2)[C:4]1=[O:17].C[O-].[Na+].[CH3:35]OC(C)(C)C.O, predict the reaction product. (6) Given the reactants [CH3:1][C:2]1[O:6][C:5]([NH2:7])=[N:4][N:3]=1.Cl[C:9]([O:11][C:12]1[CH:17]=[CH:16][CH:15]=[CH:14][CH:13]=1)=[O:10], predict the reaction product. The product is: [C:12]1([O:11][C:9](=[O:10])[NH:7][C:5]2[O:6][C:2]([CH3:1])=[N:3][N:4]=2)[CH:17]=[CH:16][CH:15]=[CH:14][CH:13]=1. (7) Given the reactants [CH:1]12[CH2:16][CH:12]([CH2:13][NH:14][CH2:15]1)[C:11]1[C:10]([C:17](=[O:22])[C:18]([F:21])([F:20])[F:19])=[C:9]3[C:4]([NH:5][C:6](=O)[CH:7]=[CH:8]3)=[CH:3][C:2]2=1.O=P(Cl)(Cl)[Cl:26], predict the reaction product. The product is: [Cl:26][C:6]1[CH:7]=[CH:8][C:9]2[C:4](=[CH:3][C:2]3[CH:1]4[CH2:16][CH:12]([C:11]=3[C:10]=2[C:17](=[O:22])[C:18]([F:20])([F:19])[F:21])[CH2:13][NH:14][CH2:15]4)[N:5]=1.